This data is from Peptide-MHC class II binding affinity with 134,281 pairs from IEDB. The task is: Regression. Given a peptide amino acid sequence and an MHC pseudo amino acid sequence, predict their binding affinity value. This is MHC class II binding data. (1) The peptide sequence is AFKVAATAANQAPAN. The MHC is DRB1_0802 with pseudo-sequence DRB1_0802. The binding affinity (normalized) is 0.667. (2) The peptide sequence is SCWRGDSNWAQNRMK. The MHC is HLA-DQA10501-DQB10301 with pseudo-sequence HLA-DQA10501-DQB10301. The binding affinity (normalized) is 0.283. (3) The peptide sequence is PSMGRDIKVQFQSGG. The MHC is HLA-DQA10301-DQB10302 with pseudo-sequence HLA-DQA10301-DQB10302. The binding affinity (normalized) is 0.211. (4) The peptide sequence is EAIIRILQQLLFIHFRIGCQHSR. The MHC is HLA-DQA10102-DQB10602 with pseudo-sequence HLA-DQA10102-DQB10602. The binding affinity (normalized) is 0.230. (5) The peptide sequence is KLGEVSWEEEAEISG. The MHC is DRB1_0901 with pseudo-sequence DRB1_0901. The binding affinity (normalized) is 0.334. (6) The peptide sequence is TLEVHAVKPAAEEVK. The MHC is DRB1_1001 with pseudo-sequence DRB1_1001. The binding affinity (normalized) is 0.454. (7) The peptide sequence is REALAQTHSAIAVII. The MHC is HLA-DQA10301-DQB10302 with pseudo-sequence HLA-DQA10301-DQB10302. The binding affinity (normalized) is 0.332. (8) The peptide sequence is EHGSDEWVAMTKGEG. The MHC is HLA-DPA10103-DPB10301 with pseudo-sequence HLA-DPA10103-DPB10301. The binding affinity (normalized) is 0. (9) The peptide sequence is LPADLMIRIIAQGPK. The MHC is DRB1_0301 with pseudo-sequence DRB1_0301. The binding affinity (normalized) is 0.0870.